From a dataset of NCI-60 drug combinations with 297,098 pairs across 59 cell lines. Regression. Given two drug SMILES strings and cell line genomic features, predict the synergy score measuring deviation from expected non-interaction effect. (1) Drug 1: CC1=C2C(C(=O)C3(C(CC4C(C3C(C(C2(C)C)(CC1OC(=O)C(C(C5=CC=CC=C5)NC(=O)OC(C)(C)C)O)O)OC(=O)C6=CC=CC=C6)(CO4)OC(=O)C)O)C)O. Drug 2: CC1=C(C(=O)C2=C(C1=O)N3CC4C(C3(C2COC(=O)N)OC)N4)N. Cell line: MDA-MB-231. Synergy scores: CSS=14.2, Synergy_ZIP=-4.82, Synergy_Bliss=-0.0590, Synergy_Loewe=0.854, Synergy_HSA=1.85. (2) Drug 1: CCC1(CC2CC(C3=C(CCN(C2)C1)C4=CC=CC=C4N3)(C5=C(C=C6C(=C5)C78CCN9C7C(C=CC9)(C(C(C8N6C=O)(C(=O)OC)O)OC(=O)C)CC)OC)C(=O)OC)O.OS(=O)(=O)O. Drug 2: CC1=C(C(CCC1)(C)C)C=CC(=CC=CC(=CC(=O)O)C)C. Cell line: HS 578T. Synergy scores: CSS=25.0, Synergy_ZIP=0.898, Synergy_Bliss=3.20, Synergy_Loewe=-37.6, Synergy_HSA=5.56. (3) Drug 1: CN(CC1=CN=C2C(=N1)C(=NC(=N2)N)N)C3=CC=C(C=C3)C(=O)NC(CCC(=O)O)C(=O)O. Drug 2: CCN(CC)CCCC(C)NC1=C2C=C(C=CC2=NC3=C1C=CC(=C3)Cl)OC. Cell line: HCT116. Synergy scores: CSS=61.5, Synergy_ZIP=2.33, Synergy_Bliss=-1.31, Synergy_Loewe=-5.67, Synergy_HSA=0.633. (4) Drug 1: CCN(CC)CCNC(=O)C1=C(NC(=C1C)C=C2C3=C(C=CC(=C3)F)NC2=O)C. Drug 2: C1C(C(OC1N2C=NC(=NC2=O)N)CO)O. Cell line: SNB-75. Synergy scores: CSS=3.70, Synergy_ZIP=-1.55, Synergy_Bliss=-1.29, Synergy_Loewe=-2.18, Synergy_HSA=-1.53. (5) Drug 1: C1=CC(=CC=C1CCCC(=O)O)N(CCCl)CCCl. Drug 2: CN(C(=O)NC(C=O)C(C(C(CO)O)O)O)N=O. Cell line: COLO 205. Synergy scores: CSS=20.9, Synergy_ZIP=-12.3, Synergy_Bliss=-13.2, Synergy_Loewe=-23.8, Synergy_HSA=-10.7.